Task: Predict the reaction yield, written as a fraction of the theoretical maximum amount of product (1.0 means a 100% yield; for example, 0.34 means a 34% yield).. Dataset: Reaction yield outcomes from USPTO patents with 853,638 reactions (1) The reactants are Cl[C:2]1[CH:7]=[CH:6][C:5]([Cl:8])=[CH:4][N:3]=1.ClCCl.[CH3:12][N:13](C)C=O. The catalyst is C(OCC)(=O)C.[C-]#N.[Zn+2].[C-]#N.[Zn].C1C=CC(P(C2C=CC=CC=2)[C-]2C=CC=C2)=CC=1.C1C=CC(P(C2C=CC=CC=2)[C-]2C=CC=C2)=CC=1.Cl[Pd]Cl.[Fe+2]. The product is [C:12]([C:2]1[CH:7]=[CH:6][C:5]([Cl:8])=[CH:4][N:3]=1)#[N:13]. The yield is 0.530. (2) The reactants are [C:1]1([C:7]2[CH:16]=[CH:15][CH:14]=[C:13]3[C:8]=2[C:9]([NH:19][CH2:20][C:21]2[CH:26]=[CH:25][CH:24]=[CH:23][N:22]=2)=[N:10][C:11]([CH:17]=O)=[N:12]3)[CH:6]=[CH:5][CH:4]=[CH:3][CH:2]=1.[CH2:27]([O:34][C:35]([NH:37][CH:38](P(OC)(OC)=O)[C:39]([O:41][CH3:42])=[O:40])=[O:36])[C:28]1[CH:33]=[CH:32][CH:31]=[CH:30][CH:29]=1.CN(C)C(=N)N(C)C. The catalyst is C1COCC1.C(OCC)(=O)C. The product is [CH2:27]([O:34][C:35]([NH:37]/[C:38](=[CH:17]\[C:11]1[N:10]=[C:9]([NH:19][CH2:20][C:21]2[CH:26]=[CH:25][CH:24]=[CH:23][N:22]=2)[C:8]2[C:13](=[CH:14][CH:15]=[CH:16][C:7]=2[C:1]2[CH:6]=[CH:5][CH:4]=[CH:3][CH:2]=2)[N:12]=1)/[C:39]([O:41][CH3:42])=[O:40])=[O:36])[C:28]1[CH:29]=[CH:30][CH:31]=[CH:32][CH:33]=1. The yield is 0.480.